Dataset: Full USPTO retrosynthesis dataset with 1.9M reactions from patents (1976-2016). Task: Predict the reactants needed to synthesize the given product. (1) The reactants are: [C:1]([O:5][C:6](=[O:28])[NH:7][CH2:8][CH2:9][C:10]1[CH:15]=[CH:14][C:13]([O:16][C:17]2[CH:22]=[CH:21][C:20]([C:23]([F:26])([F:25])[F:24])=[CH:19][N:18]=2)=[C:12](Br)[CH:11]=1)([CH3:4])([CH3:3])[CH3:2].[CH3:29][N:30](C)C=O. Given the product [C:1]([O:5][C:6](=[O:28])[NH:7][CH2:8][CH2:9][C:10]1[CH:15]=[CH:14][C:13]([O:16][C:17]2[CH:22]=[CH:21][C:20]([C:23]([F:26])([F:25])[F:24])=[CH:19][N:18]=2)=[C:12]([C:29]#[N:30])[CH:11]=1)([CH3:4])([CH3:3])[CH3:2], predict the reactants needed to synthesize it. (2) Given the product [F:6][C:7]1[CH:15]=[C:14]2[C:10]([C:11]([CH:22]=[O:23])=[CH:12][N:13]2[CH3:16])=[CH:9][CH:8]=1, predict the reactants needed to synthesize it. The reactants are: P(Cl)(Cl)(Cl)=O.[F:6][C:7]1[CH:15]=[C:14]2[C:10]([CH:11]=[CH:12][N:13]2[CH3:16])=[CH:9][CH:8]=1.[OH-].[Na+].CN([CH:22]=[O:23])C. (3) The reactants are: [Br:1]C1C=C2C(C(C=O)=CN2)=CC=1.C(O[C:17]1[CH:18]=[C:19]2[C:23](=[CH:24][CH:25]=1)[N:22]([C:26]([NH2:28])=[O:27])[CH:21]=[C:20]2[N:29]=[C:30]=[O:31])C=C. Given the product [Br:1][C:25]1[CH:24]=[C:23]2[C:19]([C:20]([N:29]=[C:30]=[O:31])=[CH:21][N:22]2[C:26]([NH2:28])=[O:27])=[CH:18][CH:17]=1, predict the reactants needed to synthesize it. (4) Given the product [CH2:23]([O:22][C@@H:5]([CH2:6][C:7]1[CH:8]=[CH:9][C:10]([O:13][CH2:14][C:15]2[S:16][C:17]([C:26]3[CH:31]=[CH:30][CH:29]=[CH:28][CH:27]=3)=[CH:18][C:19]=2[CH3:20])=[CH:11][CH:12]=1)[C:4]([OH:3])=[O:25])[CH3:24], predict the reactants needed to synthesize it. The reactants are: C([O:3][C:4](=[O:25])[C@@H:5]([O:22][CH2:23][CH3:24])[CH2:6][C:7]1[CH:12]=[CH:11][C:10]([O:13][CH2:14][C:15]2[S:16][C:17](Br)=[CH:18][C:19]=2[CH3:20])=[CH:9][CH:8]=1)C.[C:26]1(B(O)O)[CH:31]=[CH:30][CH:29]=[CH:28][CH:27]=1. (5) Given the product [CH:1]([NH:4][CH2:19][C:20]1[O:24][N:23]=[C:22]([C:25]2[CH:30]=[CH:29][C:28]([C:31]([F:34])([F:33])[F:32])=[CH:27][CH:26]=2)[N:21]=1)([CH3:3])[CH3:2], predict the reactants needed to synthesize it. The reactants are: [CH:1]([NH:4]CC1ON=C(C2C=CC(C)=CC=2)N=1)([CH3:3])[CH3:2].Cl[CH2:19][C:20]1[O:24][N:23]=[C:22]([C:25]2[CH:30]=[CH:29][C:28]([C:31]([F:34])([F:33])[F:32])=[CH:27][CH:26]=2)[N:21]=1.C(N)(C)C.C(=O)([O-])[O-].[K+].[K+]. (6) Given the product [NH2:19][C:14]1[CH:15]=[C:16]2[C:11](=[CH:12][CH:13]=1)[CH:10]=[C:9]([C:7]([C:6]1[CH:27]=[CH:28][C:3]([N:2]([CH3:29])[CH3:1])=[CH:4][CH:5]=1)=[O:8])[CH:18]=[CH:17]2, predict the reactants needed to synthesize it. The reactants are: [CH3:1][N:2]([CH3:29])[C:3]1[CH:28]=[CH:27][C:6]([C:7]([C:9]2[CH:10]=[C:11]3[C:16](=[CH:17][CH:18]=2)[CH:15]=[C:14]([NH:19]C(=O)OC(C)(C)C)[CH:13]=[CH:12]3)=[O:8])=[CH:5][CH:4]=1. (7) Given the product [C:1]([C:5]1[CH:9]=[C:8]([NH:10][C:11]([NH:53][C:52]2[CH:54]=[CH:55][CH:56]=[C:50]([O:49][C:40]3[C:39]4[C:44](=[CH:45][C:46]([O:47][CH3:48])=[C:37]([O:36][CH3:35])[CH:38]=4)[N:43]=[CH:42][N:41]=3)[CH:51]=2)=[O:19])[N:7]([CH:20]2[CH2:21][CH2:22][CH2:23][CH2:24][CH2:25]2)[N:6]=1)([CH3:3])([CH3:2])[CH3:4], predict the reactants needed to synthesize it. The reactants are: [C:1]([C:5]1[CH:9]=[C:8]([NH:10][C:11](=[O:19])OC2C=CC=CC=2)[N:7]([CH:20]2[CH2:25][CH2:24][CH2:23][CH2:22][CH2:21]2)[N:6]=1)([CH3:4])([CH3:3])[CH3:2].C(N(CC)C(C)C)(C)C.[CH3:35][O:36][C:37]1[CH:38]=[C:39]2[C:44](=[CH:45][C:46]=1[O:47][CH3:48])[N:43]=[CH:42][N:41]=[C:40]2[O:49][C:50]1[CH:51]=[C:52]([CH:54]=[CH:55][CH:56]=1)[NH2:53]. (8) Given the product [F:1][C:2]1[C:7]([F:8])=[C:6]([O:9][CH3:10])[CH:5]=[CH:4][C:3]=1[C:11]1[CH:12]([CH3:13])[CH2:26][C:27](=[O:29])[NH:35][N:41]=1, predict the reactants needed to synthesize it. The reactants are: [F:1][C:2]1[C:7]([F:8])=[C:6]([O:9][CH3:10])[CH:5]=[CH:4][C:3]=1[C:11](=O)[CH2:12][CH3:13].C[Si](C)(C)N[Si](C)(C)C.[Li].Br[CH2:26][C:27]([O:29]C(C)(C)C)=O.[Cl-].[NH4+:35].C(O)(=O)C.O.[NH2:41]N. (9) Given the product [CH3:18][O:19][C:20]1[CH:25]=[CH:24][CH:23]=[CH:22][C:21]=1[S:26][CH2:28][CH2:29][CH2:30][CH2:31][CH2:32][CH2:33][C:34]([OH:36])=[O:35], predict the reactants needed to synthesize it. The reactants are: CC1C=CC(C)=CC=1SCCCCCC(O)=O.[CH3:18][O:19][C:20]1[CH:25]=[CH:24][CH:23]=[CH:22][C:21]=1[SH:26].Br[CH2:28][CH2:29][CH2:30][CH2:31][CH2:32][CH2:33][C:34]([O:36]CC)=[O:35].[OH-].[K+]. (10) Given the product [CH2:15]([C@H:22]1[C@@H:26]([C@H:27]2[CH2:31][C@@H:30]([O:32][C:41]3[CH:46]=[CH:45][CH:44]=[CH:43][CH:42]=3)[CH2:29][N:28]2[C:33]([O:35][C:36]([CH3:37])([CH3:39])[CH3:38])=[O:34])[O:25][C:24](=[O:40])[NH:23]1)[C:16]1[CH:21]=[CH:20][CH:19]=[CH:18][CH:17]=1, predict the reactants needed to synthesize it. The reactants are: CC(OC(/N=N/C(OC(C)C)=O)=O)C.[CH2:15]([C@H:22]1[C@@H:26]([C@H:27]2[CH2:31][C@H:30]([OH:32])[CH2:29][N:28]2[C:33]([O:35][C:36]([CH3:39])([CH3:38])[CH3:37])=[O:34])[O:25][C:24](=[O:40])[NH:23]1)[C:16]1[CH:21]=[CH:20][CH:19]=[CH:18][CH:17]=1.[C:41]1(O)[CH:46]=[CH:45][CH:44]=[CH:43][CH:42]=1.